From a dataset of HIV replication inhibition screening data with 41,000+ compounds from the AIDS Antiviral Screen. Binary Classification. Given a drug SMILES string, predict its activity (active/inactive) in a high-throughput screening assay against a specified biological target. (1) The molecule is CCCCCCCCSC(=O)n1cc(F)c(=O)[nH]c1=O. The result is 0 (inactive). (2) The drug is COc1cc2c(cc1OC)C(N(C)C)C(c1ccccc1)=C2Cl. The result is 0 (inactive). (3) The result is 0 (inactive). The drug is CCCCCC(C=NNC(N)=S)C(O)(C(F)(F)F)C(F)(F)F. (4) The drug is O=C1CC23CCC12CCCC3=O. The result is 0 (inactive). (5) The molecule is COc1ccc(-c2[nH]nc3c2CCCc2ccccc2-3)cc1. The result is 0 (inactive). (6) The molecule is C[N+](C)(N)c1nc(N)c(C#N)c(C#N)c1C#N.[Cl-]. The result is 0 (inactive). (7) The molecule is O=C(Nc1cccc([N+](=O)[O-])c1)OCc1ccc2c(c1)OCO2. The result is 0 (inactive). (8) The drug is CC(Cc1ccc2c(c1)OCO2)N(C)C(=O)C1=CCN(C)CC1. The result is 0 (inactive). (9) The result is 0 (inactive). The drug is CCOC(=O)C1=NN(c2ccccc2)C(=O)C1=CNC(=S)NCc1ccccc1.